From a dataset of Forward reaction prediction with 1.9M reactions from USPTO patents (1976-2016). Predict the product of the given reaction. (1) Given the reactants [F:1][C:2]1[C:7]([NH2:8])=[C:6]([F:9])[C:5]([F:10])=[CH:4][C:3]=1[NH2:11].C(Cl)Cl.N1C=CC=CC=1.[F:21][CH2:22][CH2:23][CH2:24][S:25](Cl)(=[O:27])=[O:26], predict the reaction product. The product is: [NH2:8][C:7]1[C:2]([F:1])=[C:3]([NH:11][S:25]([CH2:24][CH2:23][CH2:22][F:21])(=[O:27])=[O:26])[CH:4]=[C:5]([F:10])[C:6]=1[F:9]. (2) Given the reactants Cl.[CH2:2]([O:9][C:10]1[C:11]([C:24]([O:26][C:27]([CH3:30])([CH3:29])[CH3:28])=[O:25])=[N:12][C:13]([CH2:17][CH:18]2[CH2:23][CH2:22][NH:21][CH2:20][CH2:19]2)=[N:14][C:15]=1[CH3:16])[C:3]1[CH:8]=[CH:7][CH:6]=[CH:5][CH:4]=1.Br[C:32]1[CH:37]=[CH:36][C:35]([C:38]([CH3:41])([CH3:40])[CH3:39])=[CH:34][CH:33]=1.CC(C)([O-])C.[Na+].C1(P(C2CCCCC2)C2C=CC=CC=2C2C(OC)=CC=CC=2OC)CCCCC1, predict the reaction product. The product is: [CH2:2]([O:9][C:10]1[C:11]([C:24]([O:26][C:27]([CH3:30])([CH3:29])[CH3:28])=[O:25])=[N:12][C:13]([CH2:17][CH:18]2[CH2:23][CH2:22][N:21]([C:32]3[CH:37]=[CH:36][C:35]([C:38]([CH3:41])([CH3:40])[CH3:39])=[CH:34][CH:33]=3)[CH2:20][CH2:19]2)=[N:14][C:15]=1[CH3:16])[C:3]1[CH:4]=[CH:5][CH:6]=[CH:7][CH:8]=1. (3) The product is: [CH3:28][N:27]([CH2:29][C:30]1[CH:31]=[CH:32][C:33]([NH:34]/[C:16](=[C:6]2\[C:5](=[O:25])[NH:4][C:12]3[C:7]\2=[CH:8][C:9]([N+:13]([O-:15])=[O:14])=[CH:10][CH:11]=3)/[C:17]2[CH:18]=[CH:19][C:20]([Cl:23])=[CH:21][CH:22]=2)=[CH:35][CH:36]=1)[CH3:26]. Given the reactants C([N:4]1[C:12]2[C:7](=[CH:8][C:9]([N+:13]([O-:15])=[O:14])=[CH:10][CH:11]=2)[C:6](=[C:16](Cl)[C:17]2[CH:22]=[CH:21][C:20]([Cl:23])=[CH:19][CH:18]=2)[C:5]1=[O:25])(=O)C.[CH3:26][N:27]([CH2:29][C:30]1[CH:36]=[CH:35][C:33]([NH2:34])=[CH:32][CH:31]=1)[CH3:28].[OH-].[Na+], predict the reaction product. (4) The product is: [Br:1][C:2]1[N:7]2[N:8]=[C:9]([CH2:23][CH3:24])[C:10]([NH:11][CH2:19][CH:20]3[CH2:21][CH2:22]3)=[C:6]2[CH:5]=[CH:4][CH:3]=1. Given the reactants [Br:1][C:2]1[N:7]2[N:8]=[C:9]([CH2:23][CH3:24])[C:10]([N:11]([CH2:19][CH:20]3[CH2:22][CH2:21]3)C(=O)OC(C)(C)C)=[C:6]2[CH:5]=[CH:4][CH:3]=1.Cl.C(OCC)(=O)C.[OH-].[Na+], predict the reaction product. (5) Given the reactants [CH3:1][C:2]1[N:7]=[C:6]([SH:8])[N:5]=[C:4]([OH:9])[CH:3]=1.C(=O)([O-])[O-].[K+].[K+].Cl[CH2:17][C:18]1[N:19]=[C:20]([CH3:23])[S:21][CH:22]=1, predict the reaction product. The product is: [CH3:1][C:2]1[N:7]=[C:6]([S:8][CH2:17][C:18]2[N:19]=[C:20]([CH3:23])[S:21][CH:22]=2)[N:5]=[C:4]([OH:9])[CH:3]=1. (6) Given the reactants [N:1]1[CH:6]=[CH:5][CH:4]=[N:3][C:2]=1[C:7]1[S:8][CH:9]=[CH:10][C:11]=1[C:12]([OH:14])=O.O=S(Cl)Cl.Cl.[CH3:20][C@H:21]1[NH:26][CH2:25][C@H:24]([OH:27])[CH2:23][CH2:22]1.C(N(CC)CC)C, predict the reaction product. The product is: [OH:27][C@H:24]1[CH2:25][N:26]([C:12]([C:11]2[CH:10]=[CH:9][S:8][C:7]=2[C:2]2[N:1]=[CH:6][CH:5]=[CH:4][N:3]=2)=[O:14])[C@H:21]([CH3:20])[CH2:22][CH2:23]1. (7) The product is: [CH3:42][O:43][C:44]1[CH:45]=[C:46]([CH:50]=[C:51]([C:53]([F:54])([F:55])[F:56])[CH:52]=1)[C:47]([N:23]1[CH2:24][CH2:25][N:20]([CH2:13][C:14]2[CH:15]=[CH:16][CH:17]=[CH:18][CH:19]=2)[CH2:21][C@H:22]1[CH2:26][C:27]1[CH:32]=[CH:31][C:30]([Cl:33])=[C:29]([O:34][Si:35]([C:38]([CH3:41])([CH3:40])[CH3:39])([CH3:37])[CH3:36])[CH:28]=1)=[O:48]. Given the reactants Cl.CN(C)CCCN=C=NCC.[CH2:13]([N:20]1[CH2:25][CH2:24][NH:23][C@H:22]([CH2:26][C:27]2[CH:32]=[CH:31][C:30]([Cl:33])=[C:29]([O:34][Si:35]([C:38]([CH3:41])([CH3:40])[CH3:39])([CH3:37])[CH3:36])[CH:28]=2)[CH2:21]1)[C:14]1[CH:19]=[CH:18][CH:17]=[CH:16][CH:15]=1.[CH3:42][O:43][C:44]1[CH:45]=[C:46]([CH:50]=[C:51]([C:53]([F:56])([F:55])[F:54])[CH:52]=1)[C:47](O)=[O:48].ON1C2C=CC=CC=2N=N1.C(=O)([O-])O.[Na+], predict the reaction product.